Dataset: Full USPTO retrosynthesis dataset with 1.9M reactions from patents (1976-2016). Task: Predict the reactants needed to synthesize the given product. (1) Given the product [CH3:34][C@H:19]1[N:18]([CH3:17])[C@@H:23]([CH3:24])[CH2:22][N:21]([C:25]2[CH:26]=[CH:27][C:28]([NH2:31])=[CH:29][CH:30]=2)[CH2:20]1, predict the reactants needed to synthesize it. The reactants are: C[C@H]1CN(C)[C@H](C)CN1C1C=CC(N)=CC=1.[CH3:17][N:18]1[C@H:23]([CH3:24])[CH2:22][N:21]([C:25]2[CH:30]=[CH:29][C:28]([N+:31]([O-])=O)=[CH:27][CH:26]=2)[CH2:20][C@@H:19]1[CH3:34]. (2) Given the product [Br:19][C:20]1[CH:21]=[C:22]([C:26]2[NH:1][C:2]([C:6]3[CH:11]=[CH:10][C:9]([O:12][C:13]4[CH:18]=[CH:17][CH:16]=[CH:15][CH:14]=4)=[CH:8][CH:7]=3)=[C:3]([C:4]#[N:5])[C:28](=[O:29])[CH:27]=2)[CH:23]=[CH:24][CH:25]=1, predict the reactants needed to synthesize it. The reactants are: [NH2:1][C:2]([C:6]1[CH:11]=[CH:10][C:9]([O:12][C:13]2[CH:18]=[CH:17][CH:16]=[CH:15][CH:14]=2)=[CH:8][CH:7]=1)=[CH:3][C:4]#[N:5].[Br:19][C:20]1[CH:21]=[C:22]([C:26](=O)[CH2:27][C:28](OCC)=[O:29])[CH:23]=[CH:24][CH:25]=1. (3) Given the product [Cl:36][C:23]1[CH:24]=[C:25]([Cl:26])[CH:2]=[CH:3][C:4]=1[O:5][CH:6]1[CH2:7][CH2:8][N:9]([S:12]([C:15]2[C:19]([CH3:20])=[N:18][NH:17][C:16]=2[CH3:22])(=[O:13])=[O:14])[CH2:10][CH2:11]1, predict the reactants needed to synthesize it. The reactants are: Cl[C:2]1[CH:3]=[C:4]([CH:23]=[CH:24][C:25]=1[Cl:26])[O:5][CH:6]1[CH2:11][CH2:10][N:9]([S:12]([C:15]2[C:16]([CH3:22])=[N:17][N:18](C)[C:19]=2[CH3:20])(=[O:14])=[O:13])[CH2:8][CH2:7]1.CC1C(S([Cl:36])(=O)=O)=C(C)NN=1.Cl.ClC1C=C(Cl)C=CC=1OC1CCNCC1. (4) Given the product [Cl:21][C:22]1[CH:31]=[CH:30][C:25](/[CH:26]=[CH:27]/[CH2:1][N:8]2[CH2:9][CH2:10][NH:11][CH2:12][CH2:13]2)=[CH:24][CH:23]=1, predict the reactants needed to synthesize it. The reactants are: [C:1]([N:8]1[CH2:13][CH2:12][NH:11][CH2:10][CH2:9]1)(OC(C)(C)C)=O.C(N(CC)CC)C.[Cl:21][C:22]1[CH:31]=[CH:30][C:25]([CH:26]=[CH:27]CCl)=[CH:24][CH:23]=1.FC(F)(F)C(O)=O. (5) Given the product [O:25]1[CH2:26][CH2:27][CH:28]([CH2:29][NH:32][C:45](=[O:44])[O:19][C:15]2[CH:14]=[C:13]3[C:18](=[CH:17][CH:16]=2)[N:10]([CH2:9][C:4]2[CH:5]=[CH:6][CH:7]=[CH:8][N:3]=2)[CH2:11][C:12]3([CH3:21])[CH3:20])[CH2:23]1, predict the reactants needed to synthesize it. The reactants are: Cl.Cl.[N:3]1[CH:8]=[CH:7][CH:6]=[CH:5][C:4]=1[CH2:9][N:10]1[C:18]2[C:13](=[CH:14][C:15]([OH:19])=[CH:16][CH:17]=2)[C:12]([CH3:21])([CH3:20])[CH2:11]1.Cl[C:23]([O:25][C:26]1C=C[C:29]([N+:32]([O-])=O)=[CH:28][CH:27]=1)=O.C(N(C(C)C)CC)(C)C.[O:44]1CCC(CN)[CH2:45]1. (6) Given the product [NH2:1][C:2]1[C:3]([C:15]([NH2:17])=[O:16])=[CH:4][C:5]2[C:13]3[C:8](=[CH:9][CH:10]=[CH:11][CH:12]=3)[N:7]([S:22]([N:21]([CH3:26])[CH3:20])(=[O:24])=[O:23])[C:6]=2[N:14]=1, predict the reactants needed to synthesize it. The reactants are: [NH2:1][C:2]1[C:3]([C:15]([NH2:17])=[O:16])=[CH:4][C:5]2[C:13]3[C:8](=[CH:9][CH:10]=[CH:11][CH:12]=3)[NH:7][C:6]=2[N:14]=1.[H-].[Na+].[CH3:20][N:21]([CH3:26])[S:22](Cl)(=[O:24])=[O:23]. (7) Given the product [O:1]([CH2:2][CH2:3][N:4]1[C:12]2[C:7](=[CH:8][CH:9]=[C:10]3[CH2:17][CH2:16][N:15]([C:18]([O:20][C:21]([CH3:24])([CH3:23])[CH3:22])=[O:19])[CH2:14][CH2:13][C:11]3=2)[CH:6]=[CH:5]1)[C:25]1[CH:30]=[CH:29][CH:28]=[CH:27][CH:26]=1, predict the reactants needed to synthesize it. The reactants are: [OH:1][CH2:2][CH2:3][N:4]1[C:12]2[C:7](=[CH:8][CH:9]=[C:10]3[CH2:17][CH2:16][N:15]([C:18]([O:20][C:21]([CH3:24])([CH3:23])[CH3:22])=[O:19])[CH2:14][CH2:13][C:11]3=2)[CH:6]=[CH:5]1.[C:25]1(P([C:25]2[CH:30]=[CH:29][CH:28]=[CH:27][CH:26]=2)[C:25]2[CH:30]=[CH:29][CH:28]=[CH:27][CH:26]=2)[CH:30]=[CH:29][CH:28]=[CH:27][CH:26]=1.C1(O)C=CC=CC=1.N(C(OC(C)(C)C)=O)=NC(OC(C)(C)C)=O.